This data is from Reaction yield outcomes from USPTO patents with 853,638 reactions. The task is: Predict the reaction yield, written as a fraction of the theoretical maximum amount of product (1.0 means a 100% yield; for example, 0.34 means a 34% yield). The reactants are [NH2:1][C:2]1[CH:3]=[CH:4][C:5]([C:9]2[O:13][N:12]=[C:11]([C:14]3[C:19]([CH3:20])=[CH:18][CH:17]=[CH:16][N:15]=3)[N:10]=2)=[C:6]([OH:8])[CH:7]=1.[C:21](OC(=O)C)(=[O:23])[CH3:22].C(N(C(C)C)CC)(C)C. The catalyst is CN(C)C=O. The product is [OH:8][C:6]1[CH:7]=[C:2]([NH:1][C:21](=[O:23])[CH3:22])[CH:3]=[CH:4][C:5]=1[C:9]1[O:13][N:12]=[C:11]([C:14]2[C:19]([CH3:20])=[CH:18][CH:17]=[CH:16][N:15]=2)[N:10]=1. The yield is 0.280.